This data is from NCI-60 drug combinations with 297,098 pairs across 59 cell lines. The task is: Regression. Given two drug SMILES strings and cell line genomic features, predict the synergy score measuring deviation from expected non-interaction effect. (1) Drug 1: CNC(=O)C1=CC=CC=C1SC2=CC3=C(C=C2)C(=NN3)C=CC4=CC=CC=N4. Drug 2: CN(C)C1=NC(=NC(=N1)N(C)C)N(C)C. Cell line: COLO 205. Synergy scores: CSS=-2.04, Synergy_ZIP=3.84, Synergy_Bliss=0.755, Synergy_Loewe=-8.53, Synergy_HSA=-6.48. (2) Drug 1: CC1C(C(CC(O1)OC2CC(CC3=C2C(=C4C(=C3O)C(=O)C5=C(C4=O)C(=CC=C5)OC)O)(C(=O)CO)O)N)O.Cl. Drug 2: C1=CC(=CC=C1CCC2=CNC3=C2C(=O)NC(=N3)N)C(=O)NC(CCC(=O)O)C(=O)O. Cell line: ACHN. Synergy scores: CSS=17.0, Synergy_ZIP=-4.08, Synergy_Bliss=-1.99, Synergy_Loewe=-7.88, Synergy_HSA=-0.719.